Dataset: Peptide-MHC class II binding affinity with 134,281 pairs from IEDB. Task: Regression. Given a peptide amino acid sequence and an MHC pseudo amino acid sequence, predict their binding affinity value. This is MHC class II binding data. (1) The peptide sequence is IYKASPTLAFPAGVC. The MHC is DRB5_0101 with pseudo-sequence DRB5_0101. The binding affinity (normalized) is 0.440. (2) The peptide sequence is TMSLYMAISPKFTTS. The MHC is DRB1_0701 with pseudo-sequence DRB1_0701. The binding affinity (normalized) is 0.527. (3) The peptide sequence is VPTSWVPQGRTTWSI. The MHC is HLA-DQA10201-DQB10303 with pseudo-sequence HLA-DQA10201-DQB10303. The binding affinity (normalized) is 0.496. (4) The peptide sequence is NQFGSVPAVTISCMT. The MHC is DRB1_0802 with pseudo-sequence DRB1_0802. The binding affinity (normalized) is 0.411.